This data is from Reaction yield outcomes from USPTO patents with 853,638 reactions. The task is: Predict the reaction yield, written as a fraction of the theoretical maximum amount of product (1.0 means a 100% yield; for example, 0.34 means a 34% yield). (1) The reactants are Cl.C(OC([C:12]1[C:20]2[C:15](=[CH:16][CH:17]=[C:18](OC3CCNC3)[CH:19]=2)[NH:14][C:13]=1C)=O)C1C=CC=CC=1.CC(C)=O.C([BH3-])#[N:33].[Na+]. The catalyst is CO. The product is [NH:14]1[C:15]2[C:20](=[CH:19][CH:18]=[CH:17][CH:16]=2)[CH:12]=[C:13]1[NH2:33]. The yield is 0.640. (2) The reactants are C(=O)([O-])[O-].[Cs+].[Cs+].[Cl:7][C:8]1[CH:13]=[CH:12][C:11]([N:14]2[C:18]3[CH:19]=[CH:20][CH:21]=[CH:22][C:17]=3[NH:16][S:15]2(=[O:24])=[O:23])=[CH:10][CH:9]=1.[Br:25][CH2:26][CH2:27][CH2:28][CH2:29]Br. The catalyst is CN(C=O)C.C(OCC)C. The product is [Br:25][CH2:26][CH2:27][CH2:28][CH2:29][N:16]1[C:17]2[CH:22]=[CH:21][CH:20]=[CH:19][C:18]=2[N:14]([C:11]2[CH:12]=[CH:13][C:8]([Cl:7])=[CH:9][CH:10]=2)[S:15]1(=[O:23])=[O:24]. The yield is 0.590. (3) The reactants are [CH2:1]([O:3][C:4](=[O:13])[C:5](=[CH:11]Cl)[C:6]([O:8][CH2:9][CH3:10])=[O:7])[CH3:2].C(N(CC)CC)C.[CH3:21][O:22][C:23]1[CH:24]=[C:25]2[C:30](=[C:31]3[CH2:35][C:34]([CH3:37])([CH3:36])[O:33][C:32]=13)[C:29]([C:38]1[CH:39]=[C:40]([NH2:44])[CH:41]=[CH:42][CH:43]=1)=[N:28][C:27]([CH3:46])([CH3:45])[CH2:26]2.O. The catalyst is C1(C)C=CC=CC=1. The yield is 0.360. The product is [CH2:1]([O:3][C:4](=[O:13])[C:5](=[CH:11][NH:44][C:40]1[CH:41]=[CH:42][CH:43]=[C:38]([C:29]2[C:30]3[C:25](=[CH:24][C:23]([O:22][CH3:21])=[C:32]4[O:33][C:34]([CH3:36])([CH3:37])[CH2:35][C:31]4=3)[CH2:26][C:27]([CH3:46])([CH3:45])[N:28]=2)[CH:39]=1)[C:6]([O:8][CH2:9][CH3:10])=[O:7])[CH3:2]. (4) The reactants are [NH2:1][C:2]1[C:10]([CH3:11])=[C:9]([O:12][CH3:13])[CH:8]=[CH:7][C:3]=1[C:4]([NH2:6])=[O:5].[C:14]([NH2:22])(=O)[C:15]1[CH:20]=[CH:19][CH:18]=C[CH:16]=1.Cl.C(Cl)C1C=CC=NC=1. No catalyst specified. The product is [CH3:13][O:12][C:9]1[C:10]([CH3:11])=[C:2]2[C:3]([C:4]([OH:5])=[N:6][C:16]([C:15]3[CH:14]=[N:22][CH:18]=[CH:19][CH:20]=3)=[N:1]2)=[CH:7][CH:8]=1. The yield is 0.920. (5) The reactants are [Cl:1][C:2]1[CH:3]=[C:4]([CH:12]([O:16][CH:17]2[CH2:21][CH2:20][CH2:19][CH2:18]2)[C:13]([OH:15])=O)[CH:5]=[CH:6][C:7]=1[S:8]([CH3:11])(=[O:10])=[O:9].C(Cl)(=O)C(Cl)=O.ClCCl.[CH3:31][NH:32][C:33]([NH2:35])=[O:34].N1C=CC=CC=1. The catalyst is FC1C=CC=CC=1.C(OCC)(=O)C. The product is [Cl:1][C:2]1[CH:3]=[C:4]([CH:12]([O:16][CH:17]2[CH2:21][CH2:20][CH2:19][CH2:18]2)[C:13]([NH:35][C:33]([NH:32][CH3:31])=[O:34])=[O:15])[CH:5]=[CH:6][C:7]=1[S:8]([CH3:11])(=[O:9])=[O:10]. The yield is 0.670. (6) The reactants are [CH3:1][NH:2][C:3]1[CH:12]=[CH:11][C:10]2[NH:9][C:8](=[O:13])[C:7]3[NH:14][CH:15]=[CH:16][C:6]=3[C:5]=2[CH:4]=1.Cl.[CH2:18]([C:20]([OH:22])=[O:21])[CH3:19].NC1C=CC2NC(=O)C3NC=CC=3C=2C=1.C(C([O-])=O)C.[CH3:43][S:44](Cl)(=[O:46])=[O:45]. No catalyst specified. The product is [CH3:43][S:44]([N:2]([CH3:1])[C:3]1[CH:12]=[CH:11][C:10]2[NH:9][C:8](=[O:13])[C:7]3[NH:14][CH:15]=[CH:16][C:6]=3[C:5]=2[CH:4]=1)(=[O:46])=[O:45].[CH2:18]([C:20]([O-:22])=[O:21])[CH3:19]. The yield is 0.310.